Dataset: Forward reaction prediction with 1.9M reactions from USPTO patents (1976-2016). Task: Predict the product of the given reaction. The product is: [C:17]([C:13]1[CH:12]=[C:11]2[C:16](=[CH:15][CH:14]=1)[N:8]([C:1]([O:3][C:4]([CH3:7])([CH3:6])[CH3:5])=[O:2])[C:9]([C:23]1[CH:28]=[CH:27][CH:26]=[CH:25][CH:24]=1)=[CH:10]2)#[N:18]. Given the reactants [C:1]([N:8]1[C:16]2[C:11](=[CH:12][C:13]([C:17]#[N:18])=[CH:14][CH:15]=2)[CH:10]=[C:9]1B(O)O)([O:3][C:4]([CH3:7])([CH3:6])[CH3:5])=[O:2].I[C:23]1[CH:28]=[CH:27][CH:26]=[CH:25][CH:24]=1, predict the reaction product.